From a dataset of Forward reaction prediction with 1.9M reactions from USPTO patents (1976-2016). Predict the product of the given reaction. (1) Given the reactants [CH:1]([C:4]1[N:5]=[C:6]([CH2:9][CH2:10][C:11]2[CH:25]=[CH:24][N:14]3[C:15](=[O:23])[C:16]([C:19](OC)=[O:20])=[CH:17][N:18]=[C:13]3[CH:12]=2)[S:7][CH:8]=1)([CH3:3])[CH3:2].[H-].C([Al+]C(C)C)(C)C.[Cl-].[NH4+].Cl, predict the reaction product. The product is: [CH:1]([C:4]1[N:5]=[C:6]([CH2:9][CH2:10][C:11]2[CH:25]=[CH:24][N:14]3[C:15](=[O:23])[C:16]([CH:19]=[O:20])=[CH:17][N:18]=[C:13]3[CH:12]=2)[S:7][CH:8]=1)([CH3:3])[CH3:2]. (2) Given the reactants [Cl:1][C:2]1[CH:7]=[C:6]([S:8]([CH2:11][CH3:12])(=[O:10])=[O:9])[CH:5]=[CH:4][C:3]=1[C:13]1[C:14]([OH:20])=[CH:15][CH:16]=[C:17]([Cl:19])[CH:18]=1.[CH2:21]([O:23][C:24](=[O:27])[CH2:25]Br)[CH3:22], predict the reaction product. The product is: [Cl:1][C:2]1[CH:7]=[C:6]([S:8]([CH2:11][CH3:12])(=[O:9])=[O:10])[CH:5]=[CH:4][C:3]=1[C:13]1[CH:18]=[C:17]([Cl:19])[CH:16]=[CH:15][C:14]=1[O:20][CH2:25][C:24]([O:23][CH2:21][CH3:22])=[O:27]. (3) Given the reactants Br[C:2]1[CH:3]=[C:4]([O:8][CH3:9])[CH:5]=[CH:6][CH:7]=1.[F:10][C:11]([F:22])([F:21])[C:12]1[CH:13]=[CH:14][C:15]([CH2:18][CH2:19][NH2:20])=[N:16][CH:17]=1, predict the reaction product. The product is: [CH3:9][O:8][C:4]1[CH:3]=[C:2]([NH:20][CH2:19][CH2:18][C:15]2[CH:14]=[CH:13][C:12]([C:11]([F:22])([F:10])[F:21])=[CH:17][N:16]=2)[CH:7]=[CH:6][CH:5]=1. (4) Given the reactants [F:1][C:2]1[CH:7]=[CH:6][C:5]([O:8][C:9](=[O:33])[N:10]([C@@H:12]2[C@@H:16]([C:17]3[CH:22]=[CH:21][C:20]([Cl:23])=[C:19]([Cl:24])[CH:18]=3)[CH2:15][N:14]([C:25]([CH:27]3[CH2:32][CH2:31][NH:30][CH2:29][CH2:28]3)=[O:26])[CH2:13]2)[CH3:11])=[CH:4][CH:3]=1.[CH3:34][O:35][CH2:36][C:37](Cl)=[O:38], predict the reaction product. The product is: [F:1][C:2]1[CH:7]=[CH:6][C:5]([O:8][C:9](=[O:33])[N:10]([C@@H:12]2[C@@H:16]([C:17]3[CH:22]=[CH:21][C:20]([Cl:23])=[C:19]([Cl:24])[CH:18]=3)[CH2:15][N:14]([C:25]([CH:27]3[CH2:32][CH2:31][N:30]([C:37](=[O:38])[CH2:36][O:35][CH3:34])[CH2:29][CH2:28]3)=[O:26])[CH2:13]2)[CH3:11])=[CH:4][CH:3]=1. (5) The product is: [F:26][C:23]([F:24])([F:25])[C:19]1[N:18]=[C:17]([NH:16][C:2]2[CH:7]=[CH:6][N:5]3[N:8]=[CH:9][C:10]([C:11]([O:13][CH2:14][CH3:15])=[O:12])=[C:4]3[N:3]=2)[CH:22]=[CH:21][CH:20]=1. Given the reactants Cl[C:2]1[CH:7]=[CH:6][N:5]2[N:8]=[CH:9][C:10]([C:11]([O:13][CH2:14][CH3:15])=[O:12])=[C:4]2[N:3]=1.[NH2:16][C:17]1[CH:22]=[CH:21][CH:20]=[C:19]([C:23]([F:26])([F:25])[F:24])[N:18]=1.C1(P(C2C=CC=CC=2)C2C3OC4C(=CC=CC=4P(C4C=CC=CC=4)C4C=CC=CC=4)C(C)(C)C=3C=CC=2)C=CC=CC=1.CC(C)([O-])C.[Na+], predict the reaction product. (6) Given the reactants [Br:1][C:2]1C=C[C:5]([NH2:6])=[CH:4][CH:3]=1.C(=O)CC.P(O)(O[C:23]1[CH:28]=[CH:27][CH:26]=[CH:25]C=1)(O[C:27]1[CH:28]=[CH:23]C=[CH:25][CH:26]=1)=O.[CH:30](/[NH:33][C:34](=[O:43])[O:35][CH2:36][C:37]1[CH:42]=[CH:41][CH:40]=[CH:39][CH:38]=1)=[CH:31]\[CH3:32], predict the reaction product. The product is: [Br:1][C:2]1[CH:32]=[C:31]2[C:5](=[CH:4][CH:3]=1)[NH:6][C@@H:27]([CH2:28][CH3:23])[C@@H:26]([CH3:25])[C@H:30]2[NH:33][C:34](=[O:43])[O:35][CH2:36][C:37]1[CH:38]=[CH:39][CH:40]=[CH:41][CH:42]=1. (7) Given the reactants [Cl-].[Ce+3].[Cl-].[Cl-].[CH:5]1([Mg]Br)[CH2:7][CH2:6]1.C1COCC1.[CH2:15]([C@H:17]1[C:21](=[O:22])[CH2:20][CH2:19][N:18]1[C:23]([O:25][CH2:26][C:27]1[CH:32]=[CH:31][CH:30]=[CH:29][CH:28]=1)=[O:24])[CH3:16], predict the reaction product. The product is: [CH:5]1([C@:21]2([OH:22])[CH2:20][CH2:19][N:18]([C:23]([O:25][CH2:26][C:27]3[CH:28]=[CH:29][CH:30]=[CH:31][CH:32]=3)=[O:24])[C@H:17]2[CH2:15][CH3:16])[CH2:7][CH2:6]1. (8) Given the reactants [C:1]([O:5][C:6](=[O:33])[CH2:7][C:8]1([C:11]2[CH:16]=[CH:15][C:14]([Cl:17])=[C:13]([N:18](CC3C=CC=CC=3)CC3C=CC=CC=3)[CH:12]=2)[CH2:10][CH2:9]1)([CH3:4])([CH3:3])[CH3:2], predict the reaction product. The product is: [C:1]([O:5][C:6](=[O:33])[CH2:7][C:8]1([C:11]2[CH:16]=[CH:15][C:14]([Cl:17])=[C:13]([NH2:18])[CH:12]=2)[CH2:9][CH2:10]1)([CH3:4])([CH3:2])[CH3:3]. (9) Given the reactants Cl[C:2]1[N:7]=[C:6]([Cl:8])[N:5]=[C:4]([NH:9][C:10]2[CH:15]=[CH:14][C:13]([F:16])=[C:12]([C:17]([F:20])([F:19])[F:18])[CH:11]=2)[N:3]=1.O.[NH2:22][NH2:23], predict the reaction product. The product is: [Cl:8][C:6]1[N:7]=[C:2]([NH:22][NH2:23])[N:3]=[C:4]([NH:9][C:10]2[CH:15]=[CH:14][C:13]([F:16])=[C:12]([C:17]([F:20])([F:19])[F:18])[CH:11]=2)[N:5]=1. (10) Given the reactants Br[C:2]1[N:3]=[N:4][C:5]([C:8]2[CH:12]=[CH:11][S:10][CH:9]=2)=[CH:6][CH:7]=1.[ClH:13], predict the reaction product. The product is: [ClH:13].[Cl:13][C:2]1[N:3]=[N:4][C:5]([C:8]2[CH:12]=[CH:11][S:10][CH:9]=2)=[CH:6][CH:7]=1.